This data is from Full USPTO retrosynthesis dataset with 1.9M reactions from patents (1976-2016). The task is: Predict the reactants needed to synthesize the given product. (1) The reactants are: [CH3:1][O:2][C:3]1[CH:4]=[C:5]2[C:10](=[CH:11][CH:12]=1)[N+:9]([O-])=[CH:8][CH:7]=[CH:6]2.ClC(OC)=O.[CH3:19][O:20][C:21]1[CH:22]=[C:23]([Mg]Br)[CH:24]=[CH:25][CH:26]=1. Given the product [CH3:1][O:2][C:3]1[CH:4]=[C:5]2[C:10](=[CH:11][CH:12]=1)[N:9]=[C:8]([C:25]1[CH:24]=[CH:23][CH:22]=[C:21]([O:20][CH3:19])[CH:26]=1)[CH:7]=[CH:6]2, predict the reactants needed to synthesize it. (2) Given the product [OH:3][C:4]1[CH:9]=[CH:8][C:7]([C:10](=[O:12])[CH3:11])=[CH:6][C:5]=1[CH2:13][N:14]1[CH2:19][CH2:18][N:17]([CH3:1])[CH2:16][CH2:15]1, predict the reactants needed to synthesize it. The reactants are: [CH2:1]=O.[OH:3][C:4]1[CH:9]=[CH:8][C:7]([C:10](=[O:12])[CH3:11])=[CH:6][CH:5]=1.[CH3:13][N:14]1[CH2:19][CH2:18][NH:17][CH2:16][CH2:15]1. (3) Given the product [Br:1][C:2]1[CH:3]=[CH:4][C:5]([O:23][CH2:24][C:25]2[CH:26]=[CH:27][C:28]([Cl:31])=[CH:29][CH:30]=2)=[C:6]([CH2:8][N:9]2[CH2:14][CH2:13][CH:12]([NH2:15])[CH2:11][CH2:10]2)[CH:7]=1, predict the reactants needed to synthesize it. The reactants are: [Br:1][C:2]1[CH:3]=[CH:4][C:5]([O:23][CH2:24][C:25]2[CH:30]=[CH:29][C:28]([Cl:31])=[CH:27][CH:26]=2)=[C:6]([CH2:8][N:9]2[CH2:14][CH2:13][CH:12]([NH:15]C(=O)OC(C)(C)C)[CH2:11][CH2:10]2)[CH:7]=1.C(O)(C(F)(F)F)=O. (4) Given the product [O:1]1[C:5]2[CH:6]=[CH:7][C:8]([C:10](=[O:12])/[CH:11]=[CH:30]/[C:28]3[NH:27][N:26]=[C:25]([C:17]4[CH:16]=[C:15]([O:14][CH3:13])[C:20]([O:21][CH3:22])=[C:19]([O:23][CH3:24])[CH:18]=4)[CH:29]=3)=[CH:9][C:4]=2[O:3][CH2:2]1, predict the reactants needed to synthesize it. The reactants are: [O:1]1[C:5]2[CH:6]=[CH:7][C:8]([C:10](=[O:12])[CH3:11])=[CH:9][C:4]=2[O:3][CH2:2]1.[CH3:13][O:14][C:15]1[CH:16]=[C:17]([C:25]2[CH:29]=[C:28]([CH:30]=O)[NH:27][N:26]=2)[CH:18]=[C:19]([O:23][CH3:24])[C:20]=1[O:21][CH3:22].[OH-].[Na+]. (5) Given the product [CH3:10][O:11][C:12]1[CH:13]=[CH:14][C:15]([C:18]2[CH:23]=[CH:22][N:21]=[C:20]3[NH:24][C:25]([C:27]4[CH:28]=[N:29][CH:30]=[C:31]([C:32]([N:40]5[CH2:41][CH2:42][N:37]([CH3:36])[CH2:38][CH2:39]5)=[O:33])[CH:35]=4)=[N:26][C:19]=23)=[CH:16][CH:17]=1, predict the reactants needed to synthesize it. The reactants are: C(N(C(C)C)C(C)C)C.[CH3:10][O:11][C:12]1[CH:17]=[CH:16][C:15]([C:18]2[CH:23]=[CH:22][N:21]=[C:20]3[NH:24][C:25]([C:27]4[CH:28]=[N:29][CH:30]=[C:31]([CH:35]=4)[C:32](O)=[O:33])=[N:26][C:19]=23)=[CH:14][CH:13]=1.[CH3:36][N:37]1[CH2:42][CH2:41][NH:40][CH2:39][CH2:38]1.CN(C(ON1N=NC2C=CC=CC1=2)=[N+](C)C)C.F[P-](F)(F)(F)(F)F. (6) Given the product [N+:15]([C:18]1[CH:19]=[CH:20][C:21]([C:22]([NH:1][CH2:2][C:3]2[CH:8]=[CH:7][N:6]=[CH:5][CH:4]=2)=[O:23])=[CH:25][CH:26]=1)([O-:17])=[O:16], predict the reactants needed to synthesize it. The reactants are: [NH2:1][CH2:2][C:3]1[CH:8]=[CH:7][N:6]=[CH:5][CH:4]=1.N1C=CC=CC=1.[N+:15]([C:18]1[CH:26]=[CH:25][C:21]([C:22](Cl)=[O:23])=[CH:20][CH:19]=1)([O-:17])=[O:16].